This data is from Catalyst prediction with 721,799 reactions and 888 catalyst types from USPTO. The task is: Predict which catalyst facilitates the given reaction. Reactant: [NH2:1][C:2]1[NH:3][C:4]([CH2:7][OH:8])=[N:5][N:6]=1.[C:9](O[C:9]([O:11][C:12]([CH3:15])([CH3:14])[CH3:13])=[O:10])([O:11][C:12]([CH3:15])([CH3:14])[CH3:13])=[O:10]. Product: [C:12]([O:11][C:9](=[O:10])[NH:1][C:2]1[NH:3][C:4]([CH2:7][OH:8])=[N:5][N:6]=1)([CH3:15])([CH3:14])[CH3:13]. The catalyst class is: 218.